Dataset: Catalyst prediction with 721,799 reactions and 888 catalyst types from USPTO. Task: Predict which catalyst facilitates the given reaction. (1) Reactant: [NH2:1][CH2:2][C:3]([NH:5][CH2:6][CH2:7][NH:8][C:9](=[O:35])[CH2:10][C@@H:11]1[N:17]=[C:16]([C:18]2[CH:23]=[CH:22][C:21]([Cl:24])=[CH:20][CH:19]=2)[C:15]2[CH:25]=[C:26]([O:29][CH3:30])[CH:27]=[CH:28][C:14]=2[N:13]2[C:31]([CH3:34])=[N:32][N:33]=[C:12]12)=[O:4].CCN=C=NCCCN(C)C.[Cl:47][C:48]1[CH:53]=[CH:52][C:51]([C:54]2[C:60]3[CH:61]=[C:62]([O:65][CH3:66])[CH:63]=[CH:64][C:59]=3[N:58]3[C:67]([CH3:70])=[N:68][N:69]=[C:57]3[C@H:56]([CH2:71][C:72](O)=[O:73])[N:55]=2)=[CH:50][CH:49]=1.C1C=CC2N(O)N=NC=2C=1. Product: [Cl:24][C:21]1[CH:20]=[CH:19][C:18]([C:16]2[C:15]3[CH:25]=[C:26]([O:29][CH3:30])[CH:27]=[CH:28][C:14]=3[N:13]3[C:31]([CH3:34])=[N:32][N:33]=[C:12]3[C@H:11]([CH2:10][C:9]([NH:8][CH2:7][CH2:6][NH:5][C:3](=[O:4])[CH2:2][NH:1][C:72](=[O:73])[CH2:71][C@@H:56]3[N:55]=[C:54]([C:51]4[CH:52]=[CH:53][C:48]([Cl:47])=[CH:49][CH:50]=4)[C:60]4[CH:61]=[C:62]([O:65][CH3:66])[CH:63]=[CH:64][C:59]=4[N:58]4[C:67]([CH3:70])=[N:68][N:69]=[C:57]34)=[O:35])[N:17]=2)=[CH:23][CH:22]=1. The catalyst class is: 64. (2) Reactant: [CH3:1][O:2][C:3]1[CH:4]=[CH:5][C:6]([C@H:9]2[CH2:11][C@@H:10]2[CH2:12][O:13][C:14]2[C:19]([C:20]3[N:21]=[N:22][NH:23][CH:24]=3)=[CH:18][N:17]=[C:16]([CH3:25])[N:15]=2)=[N:7][CH:8]=1.Cl[C:27]([F:32])([F:31])C([O-])=O.[Na+].C([O-])([O-])=O.[Cs+].[Cs+]. Product: [F:31][CH:27]([F:32])[N:21]1[C:20]([C:19]2[C:14]([O:13][CH2:12][C@H:10]3[CH2:11][C@@H:9]3[C:6]3[CH:5]=[CH:4][C:3]([O:2][CH3:1])=[CH:8][N:7]=3)=[N:15][C:16]([CH3:25])=[N:17][CH:18]=2)=[CH:24][N:23]=[N:22]1. The catalyst class is: 3.